From a dataset of Peptide-MHC class I binding affinity with 185,985 pairs from IEDB/IMGT. Regression. Given a peptide amino acid sequence and an MHC pseudo amino acid sequence, predict their binding affinity value. This is MHC class I binding data. The peptide sequence is WSPTAALVVA. The MHC is Mamu-A01 with pseudo-sequence Mamu-A01. The binding affinity (normalized) is 0.670.